This data is from Reaction yield outcomes from USPTO patents with 853,638 reactions. The task is: Predict the reaction yield, written as a fraction of the theoretical maximum amount of product (1.0 means a 100% yield; for example, 0.34 means a 34% yield). (1) The reactants are I[C:2]1[CH:7]=[CH:6][C:5]([O:8][CH3:9])=[CH:4][C:3]=1[S:10][CH2:11][C:12]1[CH:17]=[CH:16][CH:15]=[CH:14][CH:13]=1.I[C:19]1[C:24](NC(=O)C(F)(F)F)=C(OC(C)C)C(OC)=C[CH:20]=1. No catalyst specified. The product is [CH3:9][O:8][C:5]1[CH:6]=[CH:7][C:2]([C:20]#[C:19][CH3:24])=[C:3]([S:10][CH2:11][C:12]2[CH:17]=[CH:16][CH:15]=[CH:14][CH:13]=2)[CH:4]=1. The yield is 0.690. (2) The reactants are [Br:1][C:2]1[CH:7]=[C:6]([N+:8]([O-:10])=[O:9])[CH:5]=[CH:4][C:3]=1[O:11]C. The catalyst is CN(C=O)C.CCOC(C)=O.Cl. The product is [Br:1][C:2]1[CH:7]=[C:6]([N+:8]([O-:10])=[O:9])[CH:5]=[CH:4][C:3]=1[OH:11]. The yield is 0.520. (3) The reactants are C1(S([N:10]2[C:14]3=[N:15][CH:16]=[C:17]([S:19][C:20]4[CH:25]=[CH:24][CH:23]=[CH:22][CH:21]=4)[CH:18]=[C:13]3[C:12]([C:26]3[CH:27]=[N:28][NH:29][CH:30]=3)=[CH:11]2)(=O)=O)C=CC=CC=1.[OH-].[Na+]. The yield is 0.590. The product is [C:20]1([S:19][C:17]2[CH:18]=[C:13]3[C:12]([C:26]4[CH:30]=[N:29][NH:28][CH:27]=4)=[CH:11][NH:10][C:14]3=[N:15][CH:16]=2)[CH:21]=[CH:22][CH:23]=[CH:24][CH:25]=1. The catalyst is CCO. (4) The reactants are Cl.[NH:2]([C:4]1[CH:5]=[C:6]([CH:12]=[CH:13][CH:14]=1)C(OCC)=O)[NH2:3].CC(C)(C)C(=O)CC#N.O=[C:25]1[CH2:29][O:28][CH2:27][CH:26]1[C:30]#[N:31]. No catalyst specified. The product is [C:4]1([N:2]2[C:30]([NH2:31])=[C:26]3[CH2:27][O:28][CH2:29][C:25]3=[N:3]2)[CH:14]=[CH:13][CH:12]=[CH:6][CH:5]=1. The yield is 0.225. (5) The product is [C:14]([C:15]1[C:16](=[O:17])[NH:1][C:2]2[C:3]([CH:4]=1)=[CH:6][C:7]([Cl:10])=[CH:8][N:9]=2)(=[O:13])[CH3:19]. The reactants are [NH2:1][C:2]1[N:9]=[CH:8][C:7]([Cl:10])=[CH:6][C:3]=1[CH:4]=O.CC1(C)[O:17][C:16](=O)[CH:15]=[C:14]([CH3:19])[O:13]1. The yield is 0.643. No catalyst specified. (6) The reactants are [CH2:1]([O:4][NH:5][C@@H:6]1[C:11]([C:12]([N:14]([CH3:16])[CH3:15])=[O:13])=[CH:10][C@@H:9]([CH2:17][O:18][CH3:19])[NH:8][CH2:7]1)[CH:2]=[CH2:3].CCN(C(C)C)C(C)C.Cl[C:30](Cl)([O:32]C(=O)OC(Cl)(Cl)Cl)Cl. The catalyst is C(#N)C. The product is [CH2:1]([O:4][N:5]1[C:30](=[O:32])[N:8]2[CH2:7][C@H:6]1[C:11]([C:12]([N:14]([CH3:16])[CH3:15])=[O:13])=[CH:10][C@H:9]2[CH2:17][O:18][CH3:19])[CH:2]=[CH2:3]. The yield is 0.830. (7) The product is [CH2:34]([O:33][C:31]([C:4]1[CH:5]([C:14]2[CH:19]=[CH:18][C:17]([F:20])=[CH:16][C:15]=2[C:21]2[CH:22]=[CH:23][C:24]([C:27]([F:28])([F:29])[F:30])=[CH:25][CH:26]=2)[N:6]=[C:7]([C:9]2[S:10][CH:11]=[CH:12][N:13]=2)[NH:8][C:3]=1[CH2:2][N:36]1[CH2:41][CH2:40][O:39][CH2:38][C@H:37]1[C:42]([OH:44])=[O:43])=[O:32])[CH3:35]. The reactants are Br[CH2:2][C:3]1[NH:8][C:7]([C:9]2[S:10][CH:11]=[CH:12][N:13]=2)=[N:6][CH:5]([C:14]2[CH:19]=[CH:18][C:17]([F:20])=[CH:16][C:15]=2[C:21]2[CH:26]=[CH:25][C:24]([C:27]([F:30])([F:29])[F:28])=[CH:23][CH:22]=2)[C:4]=1[C:31]([O:33][CH2:34][CH3:35])=[O:32].[NH:36]1[CH2:41][CH2:40][O:39][CH2:38][C@H:37]1[C:42]([OH:44])=[O:43]. The yield is 0.500. No catalyst specified. (8) The reactants are [Cl:1][C:2]1[S:9][C:8]2[CH:7]=[C:6]([C:10]([NH:12][C@@H:13]3[CH2:21][C:20]4[C:15](=[CH:16][CH:17]=[CH:18][CH:19]=4)[C@H:14]3[NH:22][CH3:23])=[O:11])[NH:5][C:4]=2[C:3]=1[Cl:24].C(N(CC)CC)C.[Cl:32][CH2:33][C:34](Cl)=[O:35]. The catalyst is C(Cl)Cl. The product is [Cl:1][C:2]1[S:9][C:8]2[CH:7]=[C:6]([C:10]([NH:12][C@@H:13]3[CH2:21][C:20]4[C:15](=[CH:16][CH:17]=[CH:18][CH:19]=4)[C@H:14]3[N:22]([C:34](=[O:35])[CH2:33][Cl:32])[CH3:23])=[O:11])[NH:5][C:4]=2[C:3]=1[Cl:24]. The yield is 0.860. (9) The reactants are C(Cl)(=O)C(Cl)=O.[CH3:7][N:8]1[C:12]([C:13]([OH:15])=O)=[C:11]([C:16]([F:19])([F:18])[F:17])[C:10]([C:20]([F:26])([F:25])[C:21]([F:24])([F:23])[F:22])=[N:9]1.N1C=CC=CC=1.[NH2:33][C:34]1[CH:35]=[CH:36][C:37]([Cl:43])=[C:38]([C:40](=[O:42])[CH3:41])[CH:39]=1.Cl. The catalyst is CN(C=O)C.ClCCl.C1COCC1. The product is [C:40]([C:38]1[CH:39]=[C:34]([NH:33][C:13]([C:12]2[N:8]([CH3:7])[N:9]=[C:10]([C:20]([F:26])([F:25])[C:21]([F:24])([F:22])[F:23])[C:11]=2[C:16]([F:18])([F:17])[F:19])=[O:15])[CH:35]=[CH:36][C:37]=1[Cl:43])(=[O:42])[CH3:41]. The yield is 0.800.